From a dataset of Full USPTO retrosynthesis dataset with 1.9M reactions from patents (1976-2016). Predict the reactants needed to synthesize the given product. (1) Given the product [NH2:31][C:29](=[O:30])[CH2:28][O:27][C:25]1[CH:24]=[CH:23][C:21]2[NH:22][C:17]([C:3]3[C:4](=[O:16])[C:5]([CH3:15])([CH2:12][CH2:13][CH3:14])[C:6]4[C:11](=[CH:10][CH:9]=[CH:8][CH:7]=4)[C:2]=3[O-:1])=[N:18][S:19](=[O:32])(=[O:33])[C:20]=2[CH:26]=1.[Na+:35], predict the reactants needed to synthesize it. The reactants are: [OH:1][C:2]1[C:11]2[C:6](=[CH:7][CH:8]=[CH:9][CH:10]=2)[C:5]([CH3:15])([CH2:12][CH2:13][CH3:14])[C:4](=[O:16])[C:3]=1[C:17]1[NH:22][C:21]2[CH:23]=[CH:24][C:25]([O:27][CH2:28][C:29]([NH2:31])=[O:30])=[CH:26][C:20]=2[S:19](=[O:33])(=[O:32])[N:18]=1.[OH-].[Na+:35]. (2) Given the product [Cl:7][C:8]1[C:31]([F:32])=[CH:30][CH:29]=[C:28]([F:33])[C:9]=1[CH2:10][N:11]1[CH2:16][CH2:15][NH:14][C:13]2[N:17]=[CH:18][C:19]([C:21]3[CH:22]=[CH:23][N:24]=[C:25]([N:1]4[CH2:6][CH2:5][O:4][CH2:3][CH2:2]4)[CH:26]=3)=[CH:20][C:12]1=2, predict the reactants needed to synthesize it. The reactants are: [NH:1]1[CH2:6][CH2:5][O:4][CH2:3][CH2:2]1.[Cl:7][C:8]1[C:31]([F:32])=[CH:30][CH:29]=[C:28]([F:33])[C:9]=1[CH2:10][N:11]1[CH2:16][CH2:15][NH:14][C:13]2[N:17]=[CH:18][C:19]([C:21]3[CH:26]=[CH:25][N:24]=[C:23](Cl)[CH:22]=3)=[CH:20][C:12]1=2. (3) The reactants are: [CH2:1]([O:17][CH2:18][C@H:19]1[C@H:23]([CH2:24][O:25][CH2:26][CH2:27][CH2:28][CH2:29][CH2:30][CH2:31][CH2:32][CH2:33]/[CH:34]=[CH:35]\[CH2:36][CH2:37][CH2:38][CH2:39][CH2:40][CH3:41])[CH2:22][NH:21][CH2:20]1)[CH2:2][CH2:3][CH2:4][CH2:5][CH2:6][CH2:7][CH2:8]/[CH:9]=[CH:10]\[CH2:11][CH2:12][CH2:13][CH2:14][CH2:15][CH3:16].C=O.[C:44](O[BH-](OC(=O)C)OC(=O)C)(=O)C.[Na+]. Given the product [CH2:26]([O:25][CH2:24][C@H:23]1[C@H:19]([CH2:18][O:17][CH2:1][CH2:2][CH2:3][CH2:4][CH2:5][CH2:6][CH2:7][CH2:8]/[CH:9]=[CH:10]\[CH2:11][CH2:12][CH2:13][CH2:14][CH2:15][CH3:16])[CH2:20][N:21]([CH3:44])[CH2:22]1)[CH2:27][CH2:28][CH2:29][CH2:30][CH2:31][CH2:32][CH2:33]/[CH:34]=[CH:35]\[CH2:36][CH2:37][CH2:38][CH2:39][CH2:40][CH3:41], predict the reactants needed to synthesize it. (4) Given the product [NH2:28][C:27]1[C:22]2[N:21]([CH2:31][C:32]([O:34][CH3:35])=[O:33])[C:20](=[O:36])[N:19]([CH2:18][C:14]3[CH:13]=[CH:12][C:11]4[C:16](=[CH:17][C:8]5[CH2:7][C@@:6]6([C:5](=[O:38])[NH:4][C:3](=[O:39])[N:2]6[CH3:1])[CH2:37][C:9]=5[CH:10]=4)[N:15]=3)[C:23]=2[CH:24]=[CH:25][CH:26]=1, predict the reactants needed to synthesize it. The reactants are: [CH3:1][N:2]1[C@@:6]2([CH2:37][C:9]3[CH:10]=[C:11]4[C:16](=[CH:17][C:8]=3[CH2:7]2)[N:15]=[C:14]([CH2:18][N:19]2[C:23]3[CH:24]=[CH:25][CH:26]=[C:27]([N+:28]([O-])=O)[C:22]=3[N:21]([CH2:31][C:32]([O:34][CH3:35])=[O:33])[C:20]2=[O:36])[CH:13]=[CH:12]4)[C:5](=[O:38])[NH:4][C:3]1=[O:39].CCOC(C)=O.